Task: Predict the reactants needed to synthesize the given product.. Dataset: Retrosynthesis with 50K atom-mapped reactions and 10 reaction types from USPTO (1) Given the product CCN(Cc1ccccc1)Cc1cncc(-c2ccc3oc(=O)n(C)c3c2)c1, predict the reactants needed to synthesize it. The reactants are: CC(=O)O.Cn1c(=O)oc2ccc(-c3cncc(CNCc4ccccc4)c3)cc21. (2) Given the product CC(=O)OCCc1c(N)ccc(NC(=O)C(F)(F)c2ccccc2)c1F, predict the reactants needed to synthesize it. The reactants are: CC(=O)OCCc1c([N+](=O)[O-])ccc(NC(=O)C(F)(F)c2ccccc2)c1F.